From a dataset of M1 muscarinic receptor antagonist screen with 61,756 compounds. Binary Classification. Given a drug SMILES string, predict its activity (active/inactive) in a high-throughput screening assay against a specified biological target. (1) The drug is s1c(C(=O)NCCCc2n(c3c(n2)cccc3)CC)ccc1. The result is 0 (inactive). (2) The molecule is O=C(N1C(CCCC1C)C)COc1ccc(N2CC(CC2=O)C(=O)NCc2ccc(OC)cc2)cc1. The result is 0 (inactive).